From a dataset of Tyrosyl-DNA phosphodiesterase HTS with 341,365 compounds. Binary Classification. Given a drug SMILES string, predict its activity (active/inactive) in a high-throughput screening assay against a specified biological target. The compound is O(CCC)C(=O)c1cc(Nc2[nH]c(CCC)cc(=O)n2)ccc1. The result is 0 (inactive).